Dataset: Reaction yield outcomes from USPTO patents with 853,638 reactions. Task: Predict the reaction yield, written as a fraction of the theoretical maximum amount of product (1.0 means a 100% yield; for example, 0.34 means a 34% yield). (1) The yield is 0.610. The product is [Br:17][C:18]1[CH:19]=[C:20]([CH:23]=[CH:24][CH:25]=1)[CH2:21][O:16][CH:13]1[CH2:14][CH2:15][N:10]([C:8]([O:7][C:3]([CH3:6])([CH3:4])[CH3:5])=[O:9])[CH2:11][CH2:12]1. The catalyst is O1CCCC1. The reactants are [H-].[Na+].[C:3]([O:7][C:8]([N:10]1[CH2:15][CH2:14][CH:13]([OH:16])[CH2:12][CH2:11]1)=[O:9])([CH3:6])([CH3:5])[CH3:4].[Br:17][C:18]1[CH:19]=[C:20]([CH:23]=[CH:24][CH:25]=1)[CH2:21]Br. (2) The reactants are [F:1][C:2]([F:20])([F:19])[C:3](=O)[CH2:4][C:5]([C:7]1[CH:17]=[CH:16][C:10]2[O:11][CH2:12][C:13](=[O:15])[NH:14][C:9]=2[CH:8]=1)=O.Cl.[F:22][C:23]1[CH:24]=[CH:25][C:26]([CH3:31])=[C:27]([NH:29][NH2:30])[CH:28]=1. No catalyst specified. The product is [F:22][C:23]1[CH:24]=[CH:25][C:26]([CH3:31])=[C:27]([N:29]2[C:5]([C:7]3[CH:17]=[CH:16][C:10]4[O:11][CH2:12][C:13](=[O:15])[NH:14][C:9]=4[CH:8]=3)=[CH:4][C:3]([C:2]([F:20])([F:19])[F:1])=[N:30]2)[CH:28]=1. The yield is 0.110. (3) The reactants are [CH3:1][N:2]1[CH2:7][CH2:6][N:5]([C:8]2[CH:13]=[CH:12][C:11]3[N:14]=[C:15]([C:17]4[CH:22]=[CH:21][C:20]5[NH:23][C:24]([NH:32][C:19]=5[CH:18]=4)=[C:25]4[CH:31]=[CH:30][C:28](=[O:29])[CH:27]=[CH:26]4)[NH:16][C:10]=3[CH:9]=2)[CH2:4][CH2:3]1.I[CH2:34][CH2:35][CH2:36][CH2:37][CH2:38][CH2:39][O:40][C:41]1[C:50]2[C:45](=[CH:46][CH:47]=[CH:48][CH:49]=2)[C:44](=[O:51])[C:43](=[O:52])[CH:42]=1. The catalyst is CO.CN(C=O)C.O. The product is [O:51]=[C:44]1[C:45]2[C:50](=[CH:49][CH:48]=[CH:47][CH:46]=2)[C:41]([O:40][CH2:39][CH2:38][CH2:37][CH2:36][CH2:35][CH2:34][O:29][C:28]2[CH:30]=[CH:31][C:25]([C:24]3[NH:23][C:20]4[CH:21]=[CH:22][C:17]([C:15]5[NH:14][C:11]6[CH:12]=[CH:13][C:8]([N:5]7[CH2:6][CH2:7][N:2]([CH3:1])[CH2:3][CH2:4]7)=[CH:9][C:10]=6[N:16]=5)=[CH:18][C:19]=4[N:32]=3)=[CH:26][CH:27]=2)=[CH:42][C:43]1=[O:52]. The yield is 0.300.